From a dataset of Full USPTO retrosynthesis dataset with 1.9M reactions from patents (1976-2016). Predict the reactants needed to synthesize the given product. (1) The reactants are: [F:1][C:2]1[CH:7]=[CH:6][C:5]([F:8])=[CH:4][C:3]=1[CH:9]([S:13]([C:16]1[CH:21]=[CH:20][C:19]([CH3:22])=[CH:18][CH:17]=1)(=[O:15])=[O:14])[NH:10][CH:11]=O.P(Cl)(Cl)(Cl)=O.N1C(C)=CC=CC=1C. Given the product [C:19]1([CH3:22])[CH:18]=[CH:17][C:16]([S:13]([CH:9]([N+:10]#[C-:11])[C:3]2[CH:4]=[C:5]([F:8])[CH:6]=[CH:7][C:2]=2[F:1])(=[O:15])=[O:14])=[CH:21][CH:20]=1, predict the reactants needed to synthesize it. (2) The reactants are: [OH:1][C@H:2]1[CH2:7][NH:6][C:5](=[O:8])[CH2:4][CH2:3]1.F[C:10]1[CH:17]=[CH:16][C:15]([C:18]2[N:23]=[C:22]([NH:24][C:25]3[CH:30]=[CH:29][C:28]([N:31]4[CH2:36][CH2:35][N:34]([CH:37]5[CH2:40][O:39][CH2:38]5)[CH2:33][CH2:32]4)=[CH:27][CH:26]=3)[N:21]=[CH:20][N:19]=2)=[CH:14][C:11]=1[C:12]#[N:13]. Given the product [O:39]1[CH2:38][CH:37]([N:34]2[CH2:35][CH2:36][N:31]([C:28]3[CH:27]=[CH:26][C:25]([NH:24][C:22]4[N:21]=[CH:20][N:19]=[C:18]([C:15]5[CH:16]=[CH:17][C:10]([O:1][C@@H:2]6[CH2:3][CH2:4][C:5](=[O:8])[NH:6][CH2:7]6)=[C:11]([CH:14]=5)[C:12]#[N:13])[N:23]=4)=[CH:30][CH:29]=3)[CH2:32][CH2:33]2)[CH2:40]1, predict the reactants needed to synthesize it. (3) Given the product [Br:20][C:7]1[C:8]2[C:3](=[C:2]([F:1])[CH:11]=[C:10]([CH3:12])[CH:9]=2)[CH2:4][CH2:5][C:6]=1[CH:16]=[O:17], predict the reactants needed to synthesize it. The reactants are: [F:1][C:2]1[CH:11]=[C:10]([CH3:12])[CH:9]=[C:8]2[C:3]=1[CH2:4][CH2:5][CH2:6][C:7]2=O.CN(C)[CH:16]=[O:17].P(Br)(Br)[Br:20]. (4) Given the product [N:19]1([C:15]2[CH:14]=[C:13]3[C:18]([C:9](=[O:8])[NH:10][CH:11]=[N:12]3)=[CH:17][CH:16]=2)[CH2:24][CH2:23][O:22][CH2:21][CH2:20]1, predict the reactants needed to synthesize it. The reactants are: COC1C=CC(C[O:8][C:9]2[C:18]3[C:13](=[CH:14][C:15]([N:19]4[CH2:24][CH2:23][O:22][CH2:21][CH2:20]4)=[CH:16][CH:17]=3)[N:12]=[CH:11][N:10]=2)=CC=1. (5) Given the product [F:10][C:11]1[CH:18]=[CH:17][C:14]([CH2:15][NH:16][C:7]([C:3]2[S:4][CH:5]=[CH:6][C:2]=2[CH3:1])=[O:9])=[CH:13][CH:12]=1, predict the reactants needed to synthesize it. The reactants are: [CH3:1][C:2]1[CH:6]=[CH:5][S:4][C:3]=1[C:7]([OH:9])=O.[F:10][C:11]1[CH:18]=[CH:17][C:14]([CH2:15][NH2:16])=[CH:13][CH:12]=1. (6) Given the product [C:1]([N:27]1[CH2:26][CH2:25][CH:24]([O:23][C:19]2[CH:20]=[CH:21][C:22]3[C:13]4[N:12]([CH2:32][CH2:33][CH3:34])[C:11]([CH2:10][CH2:9][O:8][CH3:7])=[N:31][C:14]=4[C:15]([NH2:30])=[N:16][C:17]=3[CH:18]=2)[CH2:29][CH2:28]1)(=[O:5])[CH:2]([CH3:4])[CH3:3], predict the reactants needed to synthesize it. The reactants are: [C:1](Cl)(=[O:5])[CH:2]([CH3:4])[CH3:3].[CH3:7][O:8][CH2:9][CH2:10][C:11]1[N:12]([CH2:32][CH2:33][CH3:34])[C:13]2[C:22]3[CH:21]=[CH:20][C:19]([O:23][CH:24]4[CH2:29][CH2:28][NH:27][CH2:26][CH2:25]4)=[CH:18][C:17]=3[N:16]=[C:15]([NH2:30])[C:14]=2[N:31]=1.C(=O)([O-])[O-].[Na+].[Na+].O. (7) Given the product [C:1]([O:4][C@@H:5]1[C@@H:11]([O:12][C:13](=[O:15])[CH3:14])[C@H:10]([O:16][C:17](=[O:19])[CH3:18])[C@@H:9]([CH2:20][O:21][C:22](=[O:24])[CH3:23])[S:8][C@H:6]1[O:7][C:34]1[CH:33]=[C:32]([CH3:36])[CH:31]=[C:29]([OH:30])[C:28]=1[C:25](=[O:27])[CH3:26])(=[O:3])[CH3:2], predict the reactants needed to synthesize it. The reactants are: [C:1]([O:4][C@@H:5]1[C@@H:11]([O:12][C:13](=[O:15])[CH3:14])[C@H:10]([O:16][C:17](=[O:19])[CH3:18])[C@@H:9]([CH2:20][O:21][C:22](=[O:24])[CH3:23])[S:8][CH:6]1[OH:7])(=[O:3])[CH3:2].[C:25]([C:28]1[C:34](O)=[CH:33][C:32]([CH3:36])=[CH:31][C:29]=1[OH:30])(=[O:27])[CH3:26].C1(P(C2C=CC=CC=2)C2C=CC=CC=2)C=CC=CC=1.N(C(OC(C)C)=O)=NC(OC(C)C)=O.